This data is from Catalyst prediction with 721,799 reactions and 888 catalyst types from USPTO. The task is: Predict which catalyst facilitates the given reaction. (1) Reactant: [CH3:1][NH2:2].[CH3:3][O:4][C:5]1[CH:10]=[CH:9][CH:8]=[CH:7][C:6]=1[N:11]1[CH2:16][CH2:15][C:14](=O)[CH2:13][CH2:12]1.[H][H]. Product: [CH3:3][O:4][C:5]1[CH:10]=[CH:9][CH:8]=[CH:7][C:6]=1[N:11]1[CH2:16][CH2:15][CH:14]([NH:2][CH3:1])[CH2:13][CH2:12]1. The catalyst class is: 19. (2) Reactant: [F:1][C:2]1([C:6]2[CH:11]=[CH:10][C:9]([C:12]3[CH:13]=[C:14]4[C:19](=[CH:20][CH:21]=3)[N:18]=[C:17]([C:22]3[CH:23]=[N:24][CH:25]=[CH:26][CH:27]=3)[N:16]=[C:15]4[N:28](C)[C:29](=O)OC(C)(C)C)=[C:8]([CH3:37])[CH:7]=2)[CH2:5][O:4][CH2:3]1.FC(F)(F)C(O)=O. Product: [F:1][C:2]1([C:6]2[CH:11]=[CH:10][C:9]([C:12]3[CH:13]=[C:14]4[C:19](=[CH:20][CH:21]=3)[N:18]=[C:17]([C:22]3[CH:23]=[N:24][CH:25]=[CH:26][CH:27]=3)[N:16]=[C:15]4[NH:28][CH3:29])=[C:8]([CH3:37])[CH:7]=2)[CH2:3][O:4][CH2:5]1. The catalyst class is: 4.